Dataset: Reaction yield outcomes from USPTO patents with 853,638 reactions. Task: Predict the reaction yield, written as a fraction of the theoretical maximum amount of product (1.0 means a 100% yield; for example, 0.34 means a 34% yield). (1) The reactants are C(OC([O:6][CH:7]1[CH2:19][CH2:18][C:17]([O:21]C(OCC)C)([CH3:20])[CH:16]([O:27][C:28]([N:30]2[CH2:35][CH2:34][CH:33]([N:36]3[CH2:40][CH2:39][CH2:38][CH2:37]3)[CH2:32][CH2:31]2)=[O:29])[CH:15]=[CH:14][CH:13]([CH3:41])[CH:12](/[C:42](/[CH3:69])=[CH:43]/[CH:44]=[CH:45]/[C:46]([O:63]C(OCC)C)([CH3:62])[CH2:47][CH:48]2[O:61][CH:49]2[CH:50]([CH3:60])[CH:51]([O:54]C(OCC)C)[CH2:52][CH3:53])[O:11][C:9](=[O:10])[CH2:8]1)C)C.C1(C)C=CC(S([O-])(=O)=O)=CC=1.[NH+]1C=CC=CC=1.CC(O)(C)C. The catalyst is O1CCCC1. The product is [OH:6][CH:7]1[CH2:19][CH2:18][C:17]([OH:21])([CH3:20])[CH:16]([O:27][C:28]([N:30]2[CH2:31][CH2:32][CH:33]([N:36]3[CH2:40][CH2:39][CH2:38][CH2:37]3)[CH2:34][CH2:35]2)=[O:29])[CH:15]=[CH:14][CH:13]([CH3:41])[CH:12](/[C:42](/[CH3:69])=[CH:43]/[CH:44]=[CH:45]/[C:46]([OH:63])([CH3:62])[CH2:47][CH:48]2[O:61][CH:49]2[CH:50]([CH3:60])[CH:51]([OH:54])[CH2:52][CH3:53])[O:11][C:9](=[O:10])[CH2:8]1. The yield is 0.350. (2) The reactants are [OH:1][C:2]([C:4](F)(F)F)=O.OC(C(F)(F)F)=O.OC(C(F)(F)F)=O.[CH3:22][N:23]([CH2:25][C:26]1[CH:27]=[C:28]([C:32]2[NH:61][C:35]3=[N:36][CH:37]=[CH:38][C:39]([C:40]4[C:41]([C:49]5[CH:54]=[CH:53][C:52]([NH:55][C:56](=[O:60])[N:57]([CH3:59])[CH3:58])=[CH:51][CH:50]=5)=[N:42][N:43]([CH2:45][CH2:46][NH:47][CH3:48])[CH:44]=4)=[C:34]3[CH:33]=2)[CH:29]=[CH:30][CH:31]=1)[CH3:24].[OH-].[Na+].CC(OC(C)=O)=O. The catalyst is CO.O. The product is [CH3:58][N:57]([CH3:59])[C:56]([NH:55][C:52]1[CH:51]=[CH:50][C:49]([C:41]2[C:40]([C:39]3[CH:38]=[CH:37][N:36]=[C:35]4[NH:61][C:32]([C:28]5[CH:29]=[CH:30][CH:31]=[C:26]([CH2:25][N:23]([CH3:22])[CH3:24])[CH:27]=5)=[CH:33][C:34]=34)=[CH:44][N:43]([CH2:45][CH2:46][N:47]([CH3:48])[C:2](=[O:1])[CH3:4])[N:42]=2)=[CH:54][CH:53]=1)=[O:60]. The yield is 0.900.